Dataset: Full USPTO retrosynthesis dataset with 1.9M reactions from patents (1976-2016). Task: Predict the reactants needed to synthesize the given product. (1) Given the product [CH3:31][N:32]1[C:33](=[O:47])[CH:34]=[CH:35][C:36]([C:10]2[CH:11]=[CH:12][C:13]3[N:19]4[CH2:20][C@H:16]([CH2:17][CH2:18]4)[N:15]([C:21]([NH:23][C:24]4[CH:29]=[N:28][CH:27]=[CH:26][N:25]=4)=[O:22])[C:14]=3[N:30]=2)=[CH:37]1, predict the reactants needed to synthesize it. The reactants are: P([O-])([O-])([O-])=O.[K+].[K+].[K+].Cl[C:10]1[CH:11]=[CH:12][C:13]2[N:19]3[CH2:20][C@H:16]([CH2:17][CH2:18]3)[N:15]([C:21]([NH:23][C:24]3[CH:29]=[N:28][CH:27]=[CH:26][N:25]=3)=[O:22])[C:14]=2[N:30]=1.[CH3:31][N:32]1[CH:37]=[C:36](B2OC(C)(C)C(C)(C)O2)[CH:35]=[CH:34][C:33]1=[O:47].CC(C1C=C(C(C)C)C(C2C=CC=CC=2P(C2CCCCC2)C2CCCCC2)=C(C(C)C)C=1)C. (2) Given the product [Cl:1][C:2]1[CH:3]=[CH:4][C:5]([C:8]2[CH:9]=[CH:10][C:11]([C:14]#[C:15][C:16]3[CH:17]=[CH:18][C:19](/[CH:22]=[CH:23]/[CH2:24][NH:26][CH:27]([CH2:30][OH:31])[CH2:28][OH:29])=[CH:20][CH:21]=3)=[N:12][CH:13]=2)=[CH:6][CH:7]=1, predict the reactants needed to synthesize it. The reactants are: [Cl:1][C:2]1[CH:7]=[CH:6][C:5]([C:8]2[CH:9]=[CH:10][C:11]([C:14]#[C:15][C:16]3[CH:21]=[CH:20][C:19](/[CH:22]=[CH:23]/[CH2:24]Cl)=[CH:18][CH:17]=3)=[N:12][CH:13]=2)=[CH:4][CH:3]=1.[NH2:26][CH:27]([CH2:30][OH:31])[CH2:28][OH:29].C(N(C(C)C)C(C)C)C. (3) Given the product [CH:50]1([CH2:49][N:37]2[C:36](=[O:53])[C:35]([CH2:32][OH:33])=[CH:40][C:39]([C:41]3[CH:46]=[CH:45][C:44]([S:47][CH3:48])=[CH:43][CH:42]=3)=[N:38]2)[CH2:52][CH2:51]1, predict the reactants needed to synthesize it. The reactants are: FC1C=C(F)C=CC=1C1C=C(CN2C(=O)C3=CC=CC=C3C2=O)C(=O)N(CC(C)C)N=1.[C:32]([C:35]1[C:36](=[O:53])[N:37]([CH2:49][CH:50]2[CH2:52][CH2:51]2)[N:38]=[C:39]([C:41]2[CH:46]=[CH:45][C:44]([S:47][CH3:48])=[CH:43][CH:42]=2)[CH:40]=1)(O)=[O:33]. (4) The reactants are: [CH3:1][O:2][C:3]([C@H:5]1[N:9]2[C:10](=[O:33])[C:11]([CH2:31][NH2:32])=[C:12]([CH2:20]C3C4C(=CC=CC=4)C=CC=3)[C:13]([C:14]3[CH:19]=[CH:18][CH:17]=[CH:16][CH:15]=3)=[C:8]2[S:7][CH2:6]1)=[O:4].COC([C@H]1N2C(=O)C(C#N)=C(CC3C4C(=CC=CC=4)C=CC=3)C(C3C=CC=CC=3)=C2SC1)=O.COC([C@H]1N2C(=O)C(C#N)=C(C)C(C3C=CC=CC=3)=C2SC1)=O. Given the product [CH3:1][O:2][C:3]([C@H:5]1[N:9]2[C:10](=[O:33])[C:11]([CH2:31][NH2:32])=[C:12]([CH3:20])[C:13]([C:14]3[CH:19]=[CH:18][CH:17]=[CH:16][CH:15]=3)=[C:8]2[S:7][CH2:6]1)=[O:4], predict the reactants needed to synthesize it.